From a dataset of Full USPTO retrosynthesis dataset with 1.9M reactions from patents (1976-2016). Predict the reactants needed to synthesize the given product. (1) Given the product [F:31][CH:10]([CH2:9][CH2:8][C:5]1[N:6]=[N:7][C:2]([NH:1][C:40](=[O:41])[CH2:39][C:34]2[CH:35]=[CH:36][CH:37]=[CH:38][N:33]=2)=[CH:3][CH:4]=1)[CH2:11][N:12]1[CH:16]=[C:15]([C:17]([NH:19][CH2:20][C:21]2[CH:26]=[C:25]([C:27]([F:30])([F:29])[F:28])[CH:24]=[CH:23][N:22]=2)=[O:18])[N:14]=[N:13]1, predict the reactants needed to synthesize it. The reactants are: [NH2:1][C:2]1[N:7]=[N:6][C:5]([CH2:8][CH2:9][CH:10]([F:31])[CH2:11][N:12]2[CH:16]=[C:15]([C:17]([NH:19][CH2:20][C:21]3[CH:26]=[C:25]([C:27]([F:30])([F:29])[F:28])[CH:24]=[CH:23][N:22]=3)=[O:18])[N:14]=[N:13]2)=[CH:4][CH:3]=1.Cl.[N:33]1[CH:38]=[CH:37][CH:36]=[CH:35][C:34]=1[CH2:39][C:40](O)=[O:41].CN(C(ON1N=NC2C=CC=NC1=2)=[N+](C)C)C.F[P-](F)(F)(F)(F)F.CCN(C(C)C)C(C)C. (2) Given the product [ClH:10].[NH2:11][CH2:12][C:13](=[O:19])[CH2:14][CH2:15][C:16]([O:18][CH2:2][CH2:1][O:3][CH2:4][CH2:5][O:6][CH2:7][CH3:8])=[O:17], predict the reactants needed to synthesize it. The reactants are: [CH2:1]([O:3][CH2:4][CH2:5][O:6][CH2:7][CH2:8]O)[CH3:2].[ClH:10].[NH2:11][CH2:12][C:13](=[O:19])[CH2:14][CH2:15][C:16]([OH:18])=[O:17]. (3) Given the product [F:10][CH2:11][CH2:12][O:13][CH2:14][CH2:1][NH:2][C:3]1([C:8]#[N:9])[CH2:7][CH2:6][CH2:5][CH2:4]1, predict the reactants needed to synthesize it. The reactants are: [CH3:1][NH:2][C:3]1([C:8]#[N:9])[CH2:7][CH2:6][CH2:5][CH2:4]1.[F:10][CH2:11][CH2:12][O:13][CH2:14]CN.C1(=O)CCCC1. (4) Given the product [CH2:1]([N:8]1[CH2:9][C:10](=[O:11])[NH:12][C@H:13]([CH2:18][C:19]2[CH:24]=[CH:23][C:22]([CH3:25])=[C:21]([CH3:26])[CH:20]=2)[C:14]1=[O:15])[C:2]1[CH:7]=[CH:6][CH:5]=[CH:4][CH:3]=1, predict the reactants needed to synthesize it. The reactants are: [CH2:1]([NH:8][CH2:9][C:10]([NH:12][C@H:13]([CH2:18][C:19]1[CH:24]=[CH:23][C:22]([CH3:25])=[C:21]([CH3:26])[CH:20]=1)[C:14](OC)=[O:15])=[O:11])[C:2]1[CH:7]=[CH:6][CH:5]=[CH:4][CH:3]=1.C(O)(=O)C.C(OC(C)C)(C)C. (5) Given the product [Cl:14][C:11]1[CH:12]=[CH:13][C:8]([C:7]2[N:3]([CH2:2][CH3:1])[C:4]([CH3:72])=[C:5]([C:69]([O:71][CH2:83][P:84](=[O:85])([OH:89])[OH:87])=[O:70])[C:6]=2[C:15]2[CH:20]=[CH:19][CH:18]=[C:17]([N:21]3[CH2:22][CH2:23][N:24]([C:27]4[CH:28]=[CH:29][C:30]([NH:33][S:34]([C:37]5[CH:42]=[CH:41][C:40]([NH:43][C@H:44]([CH2:45][CH2:46][N:47]6[CH2:48][CH2:49][CH:50]([OH:53])[CH2:51][CH2:52]6)[CH2:54][S:55][C:56]6[CH:57]=[CH:58][CH:59]=[CH:60][CH:61]=6)=[C:39]([S:62]([C:65]([F:66])([F:67])[F:68])(=[O:63])=[O:64])[CH:38]=5)(=[O:36])=[O:35])=[CH:31][CH:32]=4)[CH2:25][CH2:26]3)[CH:16]=2)=[CH:9][CH:10]=1, predict the reactants needed to synthesize it. The reactants are: [CH3:1][CH2:2][N:3]1[C:7]([C:8]2[CH:13]=[CH:12][C:11]([Cl:14])=[CH:10][CH:9]=2)=[C:6]([C:15]2[CH:20]=[CH:19][CH:18]=[C:17]([N:21]3[CH2:26][CH2:25][N:24]([C:27]4[CH:32]=[CH:31][C:30]([NH:33][S:34]([C:37]5[CH:42]=[CH:41][C:40]([NH:43][C@@H:44]([CH2:54][S:55][C:56]6[CH:61]=[CH:60][CH:59]=[CH:58][CH:57]=6)[CH2:45][CH2:46][N:47]6[CH2:52][CH2:51][CH:50]([OH:53])[CH2:49][CH2:48]6)=[C:39]([S:62]([C:65]([F:68])([F:67])[F:66])(=[O:64])=[O:63])[CH:38]=5)(=[O:36])=[O:35])=[CH:29][CH:28]=4)[CH2:23][CH2:22]3)[CH:16]=2)[C:5]([C:69]([OH:71])=[O:70])=[C:4]1[CH3:72].CC(C)N=C=NC(C)C.O[CH2:83][P:84](=[O:89])([O:87]C)[O:85]C.C[Si](Br)(C)C. (6) Given the product [CH3:20][O:21][C:16]([C:2]1[N:7]=[N:6][C:5]2[O:8][C:9]3[CH:15]=[CH:14][CH:13]=[CH:12][C:10]=3[O:11][C:4]=2[CH:3]=1)=[O:29], predict the reactants needed to synthesize it. The reactants are: Cl[C:2]1[N:7]=[N:6][C:5]2[O:8][C:9]3[CH:15]=[CH:14][CH:13]=[CH:12][C:10]=3[O:11][C:4]=2[CH:3]=1.[CH3:16]S(C)=O.[CH3:20][OH:21].C(N(CC)CC)C.[OH2:29].